Dataset: Reaction yield outcomes from USPTO patents with 853,638 reactions. Task: Predict the reaction yield, written as a fraction of the theoretical maximum amount of product (1.0 means a 100% yield; for example, 0.34 means a 34% yield). (1) The reactants are Br[C:2]1[CH:21]=[N:20][C:5]2[NH:6][C:7](=[O:19])[CH2:8][N:9]([CH2:11][CH2:12][N:13]3[CH2:18][CH2:17][O:16][CH2:15][CH2:14]3)[CH2:10][C:4]=2[CH:3]=1.[C:22]([O:26][C:27]([CH3:30])([CH3:29])[CH3:28])(=[O:25])[CH:23]=[CH2:24].C(N(C(C)C)C(C)C)C.CC1C=CC=CC=1P(C1C=CC=CC=1C)C1C=CC=CC=1C. The catalyst is C(#N)CC.CN(C=O)C.CCOCC.CC([O-])=O.CC([O-])=O.[Pd+2]. The product is [C:27]([O:26][C:22](=[O:25])/[CH:23]=[CH:24]/[C:2]1[CH:21]=[N:20][C:5]2[NH:6][C:7](=[O:19])[CH2:8][N:9]([CH2:11][CH2:12][N:13]3[CH2:18][CH2:17][O:16][CH2:15][CH2:14]3)[CH2:10][C:4]=2[CH:3]=1)([CH3:30])([CH3:29])[CH3:28]. The yield is 0.440. (2) The reactants are Cl.[F:2][C:3]1[CH:4]=[CH:5][CH:6]=[C:7]2[C:12]=1[NH:11][C:10](=[O:13])[C:9]([CH:14]1[CH2:19][CH2:18][NH:17][CH2:16][CH2:15]1)=[CH:8]2.[Cl:20][C:21]1[C:29]2[NH:28][N:27]=[CH:26][C:25]=2[C:24]2[CH2:30][N:31]([CH2:56][C:57]([CH3:60])([CH3:59])[CH3:58])[C:32](=[O:55])[C@H:33]([CH2:35][C:36](=[O:54])N3CCC(N4CC5C(=CC=CC=5)NC4=O)CC3)[CH2:34][C:23]=2[CH:22]=1. No catalyst specified. The product is [Cl:20][C:21]1[C:29]2[NH:28][N:27]=[CH:26][C:25]=2[C:24]2[CH2:30][N:31]([CH2:56][C:57]([CH3:60])([CH3:59])[CH3:58])[C:32](=[O:55])[C@H:33]([CH2:35][C:36]([N:17]3[CH2:18][CH2:19][CH:14]([C:9]4[C:10](=[O:13])[NH:11][C:12]5[C:7]([CH:8]=4)=[CH:6][CH:5]=[CH:4][C:3]=5[F:2])[CH2:15][CH2:16]3)=[O:54])[CH2:34][C:23]=2[CH:22]=1. The yield is 0.360.